Task: Predict the reactants needed to synthesize the given product.. Dataset: Full USPTO retrosynthesis dataset with 1.9M reactions from patents (1976-2016) (1) Given the product [I:36][C:9]1[N:10]([CH2:12][C:13]2[C:22]3[C:17](=[CH:18][CH:19]=[CH:20][CH:21]=3)[CH:16]=[CH:15][CH:14]=2)[CH:11]=[C:5]2[C:6]=1[C:7](=[O:8])[N:2]([CH3:1])[C:3](=[O:27])[N:4]2[CH2:23][CH:24]([CH3:25])[CH3:26], predict the reactants needed to synthesize it. The reactants are: [CH3:1][N:2]1[C:7](=[O:8])[C:6]2=[CH:9][N:10]([CH2:12][C:13]3[C:22]4[C:17](=[CH:18][CH:19]=[CH:20][CH:21]=4)[CH:16]=[CH:15][CH:14]=3)[CH:11]=[C:5]2[N:4]([CH2:23][CH:24]([CH3:26])[CH3:25])[C:3]1=[O:27].C([N-]C(C)C)(C)C.[Li+].[I:36]I.[Cl-].[NH4+]. (2) Given the product [CH3:4][C:2]([C@H:5]([NH:47][C:48]([O:50][CH3:51])=[O:49])[C:6]([NH:8][C@H:9]([C@@H:17]([OH:46])[CH2:18][N:19]([NH:33][C:34]([C@@H:36]([NH:41][C:42]([O:44][CH3:45])=[O:43])[C:37]([CH3:38])([CH3:39])[CH3:40])=[O:35])[CH2:20][C:21]1[CH:26]=[CH:25][C:24]([C:27]2[N:32]=[CH:31][CH:30]=[CH:29][CH:28]=2)=[CH:23][CH:22]=1)[CH2:10][C:11]1[CH:12]=[CH:13][CH:14]=[CH:15][CH:16]=1)=[O:7])([CH3:1])[CH3:3].[OH:87][S:84]([OH:88])(=[O:86])=[O:85], predict the reactants needed to synthesize it. The reactants are: [CH3:1][C:2]([C@H:5]([NH:47][C:48]([O:50][CH3:51])=[O:49])[C:6]([NH:8][C@H:9]([C@@H:17]([OH:46])[CH2:18][N:19]([NH:33][C:34]([C@@H:36]([NH:41][C:42]([O:44][CH3:45])=[O:43])[C:37]([CH3:40])([CH3:39])[CH3:38])=[O:35])[CH2:20][C:21]1[CH:26]=[CH:25][C:24]([C:27]2[N:32]=[CH:31][CH:30]=[CH:29][CH:28]=2)=[CH:23][CH:22]=1)[CH2:10][C:11]1[CH:16]=[CH:15][CH:14]=[CH:13][CH:12]=1)=[O:7])([CH3:4])[CH3:3].C(OC(C)C)(=O)C.CS(C)=O.C(OC(C)C)(=O)C.CO.C(OC(C)C)(=O)C.CN(C=O)C.[S:84](=[O:88])(=[O:87])([OH:86])[OH:85]. (3) The reactants are: [C:1]([C:3]1[CH:4]=[C:5]([NH:9][C:10]2[C:11]3[C:18]4[CH2:19][CH2:20][NH:21][CH2:22][C:17]=4[O:16][C:12]=3[N:13]=[CH:14][N:15]=2)[CH:6]=[CH:7][CH:8]=1)#[CH:2].Cl.[CH3:24][N:25]([CH:32]([CH3:34])[CH3:33])[CH2:26]/[CH:27]=[CH:28]/[C:29](O)=[O:30]. Given the product [C:1]([C:3]1[CH:4]=[C:5]([NH:9][C:10]2[C:11]3[C:18]4[CH2:19][CH2:20][N:21]([C:29](=[O:30])/[CH:28]=[CH:27]/[CH2:26][N:25]([CH:32]([CH3:34])[CH3:33])[CH3:24])[CH2:22][C:17]=4[O:16][C:12]=3[N:13]=[CH:14][N:15]=2)[CH:6]=[CH:7][CH:8]=1)#[CH:2], predict the reactants needed to synthesize it. (4) Given the product [N:8]1([CH2:13][C:14]2[CH:33]=[CH:32][C:17]([O:18][C@H:19]3[CH2:22][C@H:21]([CH2:23][NH2:24])[CH2:20]3)=[CH:16][CH:15]=2)[CH2:12][CH2:11][CH2:10][CH2:9]1, predict the reactants needed to synthesize it. The reactants are: FC(F)(F)C(O)=O.[N:8]1([CH2:13][C:14]2[CH:33]=[CH:32][C:17]([O:18][C@H:19]3[CH2:22][C@H:21]([CH2:23][NH:24]C(=O)OC(C)(C)C)[CH2:20]3)=[CH:16][CH:15]=2)[CH2:12][CH2:11][CH2:10][CH2:9]1.